Dataset: Forward reaction prediction with 1.9M reactions from USPTO patents (1976-2016). Task: Predict the product of the given reaction. Given the reactants [O:1]1CCO[CH:2]1[C:6]1[CH:11]=[CH:10][C:9]([CH:12]2[C:16]3[C:17]([CH3:31])=[C:18]([NH:23][C:24](=[O:30])[CH2:25][C:26]([CH3:29])([CH3:28])[CH3:27])[C:19]([CH3:22])=[C:20]([CH3:21])[C:15]=3[O:14][CH2:13]2)=[CH:8][CH:7]=1, predict the reaction product. The product is: [CH:2]([C:6]1[CH:11]=[CH:10][C:9]([CH:12]2[C:16]3[C:17]([CH3:31])=[C:18]([NH:23][C:24](=[O:30])[CH2:25][C:26]([CH3:27])([CH3:28])[CH3:29])[C:19]([CH3:22])=[C:20]([CH3:21])[C:15]=3[O:14][CH2:13]2)=[CH:8][CH:7]=1)=[O:1].